Predict the product of the given reaction. From a dataset of Forward reaction prediction with 1.9M reactions from USPTO patents (1976-2016). (1) The product is: [Cl:5][CH2:4][CH2:3][CH2:2][N:6]1[CH2:10][CH2:9][CH2:8][CH2:7]1. Given the reactants Br[CH2:2][CH2:3][CH2:4][Cl:5].[NH:6]1[CH2:10][CH2:9][CH2:8][CH2:7]1, predict the reaction product. (2) Given the reactants [CH3:1][N:2]1[C:6]([C:7]2[CH:8]=[C:9]([N:16]3[CH2:21][CH2:20][O:19][CH2:18][CH2:17]3)[CH:10]=[C:11]([N+:13]([O-])=O)[CH:12]=2)=[CH:5][N:4]=[C:3]1[CH3:22].O.NN, predict the reaction product. The product is: [CH3:1][N:2]1[C:6]([C:7]2[CH:12]=[C:11]([CH:10]=[C:9]([N:16]3[CH2:21][CH2:20][O:19][CH2:18][CH2:17]3)[CH:8]=2)[NH2:13])=[CH:5][N:4]=[C:3]1[CH3:22]. (3) Given the reactants [CH:1]1([NH:4][C:5]2[CH:10]=[CH:9][N:8]=[C:7]([NH2:11])[CH:6]=2)[CH2:3][CH2:2]1.Br[CH2:13][C:14]([C:16]1[CH:21]=[CH:20][C:19]([O:22][CH3:23])=[CH:18][CH:17]=1)=O, predict the reaction product. The product is: [CH:1]1([NH:4][C:5]2[CH:10]=[CH:9][N:8]3[CH:13]=[C:14]([C:16]4[CH:21]=[CH:20][C:19]([O:22][CH3:23])=[CH:18][CH:17]=4)[N:11]=[C:7]3[CH:6]=2)[CH2:3][CH2:2]1. (4) The product is: [CH3:4][C:5]1[C:12]([CH3:13])=[CH:11][CH:10]=[CH:9][C:6]=1[CH:7]=[N:2][OH:3]. Given the reactants Cl.[NH2:2][OH:3].[CH3:4][C:5]1[C:12]([CH3:13])=[CH:11][CH:10]=[CH:9][C:6]=1[CH:7]=O.CC([O-])=O.[Na+], predict the reaction product. (5) Given the reactants [Br:1][C:2]1[CH:11]=[N:10][C:9]2[C:8](Cl)=[N:7][C:6]([Cl:13])=[N:5][C:4]=2[CH:3]=1.[NH:14]1[CH2:19][CH2:18][O:17][CH2:16][CH2:15]1, predict the reaction product. The product is: [Br:1][C:2]1[CH:11]=[N:10][C:9]2[C:8]([N:14]3[CH2:19][CH2:18][O:17][CH2:16][CH2:15]3)=[N:7][C:6]([Cl:13])=[N:5][C:4]=2[CH:3]=1.